Task: Predict the reactants needed to synthesize the given product.. Dataset: Full USPTO retrosynthesis dataset with 1.9M reactions from patents (1976-2016) Given the product [Cl:21][C:17]1[N:16]=[C:15]([C:14]2[S:36][C:35]([NH:34][CH2:32][CH3:33])=[N:37][C:13]=2[C:9]2[CH:8]=[C:7]([NH:6][C:5](=[O:23])[O:4][CH2:1][CH:2]=[CH2:3])[CH:12]=[CH:11][CH:10]=2)[CH:20]=[CH:19][N:18]=1, predict the reactants needed to synthesize it. The reactants are: [CH2:1]([O:4][C:5](=[O:23])[NH:6][C:7]1[CH:12]=[CH:11][CH:10]=[C:9]([C:13](=O)[CH2:14][C:15]2[CH:20]=[CH:19][N:18]=[C:17]([Cl:21])[N:16]=2)[CH:8]=1)[CH:2]=[CH2:3].C1C(=O)N(Br)C(=O)C1.[CH2:32]([NH:34][C:35]([NH2:37])=[S:36])[CH3:33].